Dataset: Full USPTO retrosynthesis dataset with 1.9M reactions from patents (1976-2016). Task: Predict the reactants needed to synthesize the given product. (1) Given the product [I:1][C:2]1[C:10]2[C:5](=[CH:6][CH:7]=[C:8]([CH3:11])[CH:9]=2)[N:4]([CH2:15][CH2:14][C:13]([F:18])([F:17])[F:12])[N:3]=1, predict the reactants needed to synthesize it. The reactants are: [I:1][C:2]1[C:10]2[C:5](=[CH:6][CH:7]=[C:8]([CH3:11])[CH:9]=2)[NH:4][N:3]=1.[F:12][C:13]([F:18])([F:17])[CH2:14][CH2:15]I. (2) Given the product [Br:1][C:2]1[N:7]=[CH:6][C:5]2[C:8]([C:14]([OH:22])=[O:15])=[CH:9][N:10]([CH:11]([CH3:12])[CH3:13])[C:4]=2[CH:3]=1, predict the reactants needed to synthesize it. The reactants are: [Br:1][C:2]1[N:7]=[CH:6][C:5]2[C:8]([CH:14]=[O:15])=[CH:9][N:10]([CH:11]([CH3:13])[CH3:12])[C:4]=2[CH:3]=1.CC(=CC)C.Cl([O-])=[O:22].[Na+].P(O)(O)([O-])=O.[Na+]. (3) Given the product [NH2:3][OH:1].[OH:1][NH:3][C:24](=[O:25])[C:23]1[CH:27]=[CH:28][C:20]([CH2:19][N:12]([C:9]2[CH:10]=[CH:11][N:7]([CH3:6])[N:8]=2)[C:13]2[CH:18]=[CH:17][CH:16]=[CH:15][N:14]=2)=[CH:21][CH:22]=1, predict the reactants needed to synthesize it. The reactants are: [OH-:1].[K+].[NH2:3]O.Cl.[CH3:6][N:7]1[CH:11]=[CH:10][C:9]([N:12]([CH2:19][C:20]2[CH:28]=[CH:27][C:23]([C:24]([O-])=[O:25])=[CH:22][CH:21]=2)[C:13]2[CH:18]=[CH:17][CH:16]=[CH:15][N:14]=2)=[N:8]1. (4) Given the product [O:1]=[C:2]1[CH2:7][CH2:6][N:5]([C:23]([O:22][C:19]([CH3:21])([CH3:20])[CH3:18])=[O:24])[CH2:4][CH:3]1[C:8]([O:10][CH2:11][CH3:12])=[O:9], predict the reactants needed to synthesize it. The reactants are: [O:1]=[C:2]1[CH2:7][CH2:6][NH:5][CH2:4][CH:3]1[C:8]([O:10][CH2:11][CH3:12])=[O:9].C([O-])(O)=O.[Na+].[CH3:18][C:19]([O:22][C:23](O[C:23]([O:22][C:19]([CH3:21])([CH3:20])[CH3:18])=[O:24])=[O:24])([CH3:21])[CH3:20]. (5) The reactants are: [CH3:1][O:2][C:3](=[O:19])[C:4]1[CH:9]=[CH:8][C:7]([OH:10])=[C:6]([NH:11][C:12]([O:14][C:15]([CH3:18])([CH3:17])[CH3:16])=[O:13])[CH:5]=1.Br[CH:21](Br)[CH3:22].C([O-])([O-])=O.[K+].[K+]. Given the product [CH3:1][O:2][C:3]([C:4]1[CH:9]=[CH:8][C:7]2[O:10][CH2:22][CH2:21][N:11]([C:12]([O:14][C:15]([CH3:16])([CH3:18])[CH3:17])=[O:13])[C:6]=2[CH:5]=1)=[O:19], predict the reactants needed to synthesize it. (6) The reactants are: [CH2:1]([O:8][C:9]1[C:20]([O:21][CH3:22])=[CH:19][C:12]([C:13]([O:15][CH:16]([CH3:18])[CH3:17])=[O:14])=[C:11]([C:23](=[O:31])[C:24]2[CH:29]=[CH:28][CH:27]=[CH:26][C:25]=2Br)[CH:10]=1)[C:2]1[CH:7]=[CH:6][CH:5]=[CH:4][CH:3]=1.[Cu][C:33]#[N:34]. Given the product [CH2:1]([O:8][C:9]1[C:20]([O:21][CH3:22])=[CH:19][C:12]([C:13]([O:15][CH:16]([CH3:18])[CH3:17])=[O:14])=[C:11]([C:23](=[O:31])[C:24]2[CH:29]=[CH:28][CH:27]=[CH:26][C:25]=2[C:33]#[N:34])[CH:10]=1)[C:2]1[CH:7]=[CH:6][CH:5]=[CH:4][CH:3]=1, predict the reactants needed to synthesize it. (7) Given the product [Br:8][C:6]1[N:7]=[C:2]2[N:16]([CH2:14][CH3:15])[C:11](=[O:13])[CH2:10][NH:9][C:3]2=[N:4][CH:5]=1, predict the reactants needed to synthesize it. The reactants are: Br[C:2]1[C:3]([NH:9][CH2:10][C:11]([OH:13])=O)=[N:4][CH:5]=[C:6]([Br:8])[N:7]=1.[CH2:14]([NH2:16])[CH3:15].P(=O)(O)(O)O. (8) Given the product [N+:14]([C:17]1[CH:18]=[CH:19][C:20]([NH:23][C:24]([NH:3][CH2:4][C:5]([OH:7])=[O:6])=[O:25])=[CH:21][CH:22]=1)([O-:16])=[O:15], predict the reactants needed to synthesize it. The reactants are: [OH-].[K+].[NH2:3][CH2:4][C:5]([OH:7])=[O:6].O1CCOCC1.[N+:14]([C:17]1[CH:22]=[CH:21][C:20]([N:23]=[C:24]=[O:25])=[CH:19][CH:18]=1)([O-:16])=[O:15].